Dataset: Full USPTO retrosynthesis dataset with 1.9M reactions from patents (1976-2016). Task: Predict the reactants needed to synthesize the given product. (1) The reactants are: [CH3:1][C:2]([CH3:5])=[C:3]=[O:4].[C:6]1([CH2:12][CH:13]=[O:14])[CH:11]=[CH:10][CH:9]=[CH:8][CH:7]=1.C([O-])(O)=O.[Na+]. Given the product [CH2:12]([CH:13]1[O:14][C:3](=[O:4])[C:2]1([CH3:5])[CH3:1])[C:6]1[CH:11]=[CH:10][CH:9]=[CH:8][CH:7]=1, predict the reactants needed to synthesize it. (2) Given the product [CH3:4][C:3]1[N:6]=[C:13]2[CH2:12][N:11]([CH2:20][C:21]3[CH:26]=[CH:25][CH:24]=[CH:23][CH:22]=3)[CH2:10][CH2:9][CH:14]2[C:15](=[O:16])[N:5]=1, predict the reactants needed to synthesize it. The reactants are: [Na].Cl.[C:3]([NH2:6])(=[NH:5])[CH3:4].Cl.O=[C:9]1[CH:14]([C:15](OCC)=[O:16])[CH2:13][CH2:12][N:11]([CH2:20][C:21]2[CH:26]=[CH:25][CH:24]=[CH:23][CH:22]=2)[CH2:10]1. (3) The reactants are: [C:1]([C:5]1[CH:10]=[CH:9][C:8]([S:11]([N:14]([CH2:22][C:23](O)=[O:24])[C:15]2[CH:20]=[CH:19][C:18]([CH3:21])=[CH:17][CH:16]=2)(=[O:13])=[O:12])=[CH:7][CH:6]=1)([CH3:4])([CH3:3])[CH3:2].[CH2:26]([NH:28][CH2:29][C:30]1[CH:35]=[CH:34][CH:33]=[CH:32][N:31]=1)[CH3:27]. Given the product [C:1]([C:5]1[CH:10]=[CH:9][C:8]([S:11]([N:14]([C:15]2[CH:20]=[CH:19][C:18]([CH3:21])=[CH:17][CH:16]=2)[CH2:22][C:23]([N:28]([CH2:26][CH3:27])[CH2:29][C:30]2[CH:35]=[CH:34][CH:33]=[CH:32][N:31]=2)=[O:24])(=[O:13])=[O:12])=[CH:7][CH:6]=1)([CH3:3])([CH3:2])[CH3:4], predict the reactants needed to synthesize it. (4) Given the product [F:1][C:2]1[CH:33]=[CH:32][C:5]([C:6]([CH:8]2[CH2:13][CH2:12][N:11]([CH2:14][CH2:15][CH:16]3[CH2:21][CH2:20][CH:19]([NH:22][C:23]([C:25]4[CH:30]=[CH:29][C:28]([C:34]5[CH:39]=[CH:38][CH:37]=[CH:36][CH:35]=5)=[CH:27][N:26]=4)=[O:24])[CH2:18][CH2:17]3)[CH2:10][CH2:9]2)=[O:7])=[CH:4][CH:3]=1, predict the reactants needed to synthesize it. The reactants are: [F:1][C:2]1[CH:33]=[CH:32][C:5]([C:6]([CH:8]2[CH2:13][CH2:12][N:11]([CH2:14][CH2:15][CH:16]3[CH2:21][CH2:20][CH:19]([NH:22][C:23]([C:25]4[CH:30]=[CH:29][C:28](Br)=[CH:27][N:26]=4)=[O:24])[CH2:18][CH2:17]3)[CH2:10][CH2:9]2)=[O:7])=[CH:4][CH:3]=1.[C:34]1(B(O)O)[CH:39]=[CH:38][CH:37]=[CH:36][CH:35]=1.C1(P(C2C=CC=CC=2)C2C=CC=CC=2)C=CC=CC=1. (5) The reactants are: C([Li])CCC.C(NC(C)C)(C)C.[Br:13][C:14]1[CH:19]=[CH:18][CH:17]=[CH:16][N:15]=1.[CH:20](=[O:22])[CH3:21]. Given the product [Br:13][C:14]1[C:19]([CH:20]([OH:22])[CH3:21])=[CH:18][CH:17]=[CH:16][N:15]=1, predict the reactants needed to synthesize it. (6) Given the product [NH3:23].[CH3:1][OH:2].[OH:62][CH2:61][C:53]1[N:54]=[C:55]2[CH:60]=[CH:59][CH:58]=[CH:57][N:56]2[C:52]=1[CH2:51][CH2:50][CH2:49][NH:48][C:46](=[O:47])[O:45][C:42]([CH3:43])([CH3:41])[CH3:44], predict the reactants needed to synthesize it. The reactants are: [C:1](OC(OC(C)(C)C)=O)(OC(C)(C)C)=[O:2].CC(OC([NH:23]CCCC1N2C=CC=CC2=NC=1C(OCC)=O)=O)(C)C.[CH3:41][C:42]([O:45][C:46]([NH:48][CH2:49][CH2:50][CH2:51][C:52]1[N:56]2[CH:57]=[CH:58][CH:59]=[CH:60][C:55]2=[N:54][C:53]=1[C:61](OC)=[O:62])=[O:47])([CH3:44])[CH3:43].[BH4-].[Li+].[OH-].[Na+]. (7) Given the product [Cl:8][C:4]1[CH:5]=[CH:6][CH:7]=[C:2]([Cl:1])[C:3]=1[CH:9]1[C:14]([C:15]([O:17][CH3:18])=[O:16])=[C:13]([CH2:19][CH2:20][C:21]2[S:22][CH:23]=[CH:24][N:25]=2)[NH:12][C:11]([CH2:26][C:27](=[O:28])[N:48]2[CH2:49][CH2:50][N:45]([CH:40]3[CH2:41][CH:42]4[C:37]5([O:36][CH2:35][CH2:34][O:51]5)[CH:38]([CH2:44][CH2:43]4)[CH2:39]3)[CH2:46][CH2:47]2)=[C:10]1[C:30]([O:32][CH3:33])=[O:31], predict the reactants needed to synthesize it. The reactants are: [Cl:1][C:2]1[CH:7]=[CH:6][CH:5]=[C:4]([Cl:8])[C:3]=1[CH:9]1[C:14]([C:15]([O:17][CH3:18])=[O:16])=[C:13]([CH2:19][CH2:20][C:21]2[S:22][CH:23]=[CH:24][N:25]=2)[NH:12][C:11]([CH2:26][C:27](O)=[O:28])=[C:10]1[C:30]([O:32][CH3:33])=[O:31].[CH2:34]1[O:51][C:37]2([CH:42]3[CH2:43][CH2:44][CH:38]2[CH2:39][CH:40]([N:45]2[CH2:50][CH2:49][NH:48][CH2:47][CH2:46]2)[CH2:41]3)[O:36][CH2:35]1. (8) Given the product [C:1]([O:4][CH:5]1[CH:6]([CH3:38])[CH2:7][CH2:8][CH:9]([O:37][Si:48]([CH2:44][CH3:45])([CH2:49][CH3:50])[CH2:46][CH3:47])[CH2:10][C:11]([O:13][CH:14](/[C:19](/[CH3:36])=[CH:20]/[CH:21]=[CH:22]/[C:23]([CH3:34])([O:35][Si:48]([CH2:51][CH3:52])([CH2:49][CH3:50])[CH2:46][CH3:47])[CH2:24][CH:25]2[O:33][CH:26]2[CH:27]([CH3:32])[CH:28]([O:31][Si:48]([CH2:51][CH3:52])([CH2:49][CH3:50])[CH2:46][CH3:47])[CH2:29][CH3:30])[CH:15]([CH3:18])[CH:16]=[CH:17]1)=[O:12])(=[O:3])[CH3:2], predict the reactants needed to synthesize it. The reactants are: [C:1]([O:4][CH:5]1[CH:6]([CH3:38])[CH2:7][CH2:8][CH:9]([OH:37])[CH2:10][C:11]([O:13][CH:14](/[C:19](/[CH3:36])=[CH:20]/[CH:21]=[CH:22]/[C:23]([OH:35])([CH3:34])[CH2:24][CH:25]2[O:33][CH:26]2[CH:27]([CH3:32])[CH:28]([OH:31])[CH2:29][CH3:30])[CH:15]([CH3:18])[CH:16]=[CH:17]1)=[O:12])(=[O:3])[CH3:2].C(N([CH2:44][CH3:45])CC)C.[CH2:46]([Si:48](Cl)([CH2:51][CH3:52])[CH2:49][CH3:50])[CH3:47]. (9) The reactants are: [CH3:1][C:2]1[C:6]([CH2:7][CH2:8][CH2:9][OH:10])=[CH:5][N:4]([C:11]2[CH:16]=[CH:15][C:14]([C:17]([F:20])([F:19])[F:18])=[CH:13][N:12]=2)[N:3]=1.O[C:22]1[CH:26]=[C:25]([CH2:27][CH2:28][C:29]([O:31]CC)=[O:30])[N:24]([C:34]2[CH:39]=[CH:38][CH:37]=[CH:36][CH:35]=2)[N:23]=1.C(P(CCCC)CCCC)CCC.N(C(N1CCCCC1)=O)=NC(N1CCCCC1)=O. Given the product [CH3:1][C:2]1[C:6]([CH2:7][CH2:8][CH2:9][O:10][C:22]2[CH:26]=[C:25]([CH2:27][CH2:28][C:29]([OH:31])=[O:30])[N:24]([C:34]3[CH:39]=[CH:38][CH:37]=[CH:36][CH:35]=3)[N:23]=2)=[CH:5][N:4]([C:11]2[CH:16]=[CH:15][C:14]([C:17]([F:19])([F:20])[F:18])=[CH:13][N:12]=2)[N:3]=1, predict the reactants needed to synthesize it. (10) Given the product [Br:20][C:17]1[N:73]=[CH:12][C:14]([C:15]2[NH:16][C:34]([C@@H:30]3[CH2:31][CH2:32][CH2:33][N:29]3[C:27](=[O:28])[C@@H:26]([NH:25][C:23](=[O:24])[O:22][CH3:21])[CH:37]([CH3:39])[CH3:38])=[N:4][CH:1]=2)=[CH:19][CH:18]=1, predict the reactants needed to synthesize it. The reactants are: [CH:1]([N:4](C(C)C)CC)(C)C.BrC[C:12]([C:14]1[CH:15]=[N:16][C:17]([Br:20])=[CH:18][CH:19]=1)=O.[CH3:21][O:22][C:23]([NH:25][C@@H:26]([CH:37]([CH3:39])[CH3:38])[C:27]([N:29]1[CH2:33][CH2:32][CH2:31][C@H:30]1[C:34](O)=O)=[O:28])=[O:24].COC(N[C@@H](C(C)C)C(N1CCC[C@H]1C(OCC(C1C=NC(Br)=CC=1)=O)=O)=O)=O.C([O-])(=O)C.[NH4+:73].